The task is: Predict which catalyst facilitates the given reaction.. This data is from Catalyst prediction with 721,799 reactions and 888 catalyst types from USPTO. Reactant: [CH2:1]([CH:8]1[CH2:13][CH2:12][N:11]([CH2:14][CH2:15][CH2:16][NH:17][C:18]2[CH:19]=[N:20][CH:21]=[CH:22][CH:23]=2)[CH2:10][CH2:9]1)[C:2]1[CH:7]=[CH:6][CH:5]=[CH:4][CH:3]=1.C(N(CC)CC)C.[C:31]([N:34]1[CH2:39][CH2:38][CH:37]([C:40]([Cl:42])=[O:41])[CH2:36][CH2:35]1)(=[O:33])[CH3:32].C([O-])(O)=O.[Na+]. Product: [ClH:42].[C:31]([N:34]1[CH2:35][CH2:36][CH:37]([C:40]([N:17]([CH2:16][CH2:15][CH2:14][N:11]2[CH2:10][CH2:9][CH:8]([CH2:1][C:2]3[CH:7]=[CH:6][CH:5]=[CH:4][CH:3]=3)[CH2:13][CH2:12]2)[C:18]2[CH:19]=[N:20][CH:21]=[CH:22][CH:23]=2)=[O:41])[CH2:38][CH2:39]1)(=[O:33])[CH3:32]. The catalyst class is: 25.